From a dataset of Forward reaction prediction with 1.9M reactions from USPTO patents (1976-2016). Predict the product of the given reaction. (1) Given the reactants [Br:1][C:2]1[CH:11]=[CH:10][C:9]2[N:8]=[C:7](Cl)[C:6]3=[N:13][N:14](CC4C=CC(OC)=CC=4)[CH:15]=[C:5]3[C:4]=2[CH:3]=1.[NH:25]1[C:33]2[C:28](=[CH:29][CH:30]=[C:31]([NH2:34])[CH:32]=2)[CH:27]=[N:26]1.Cl, predict the reaction product. The product is: [Br:1][C:2]1[CH:11]=[CH:10][C:9]2[N:8]=[C:7]([NH:34][C:31]3[CH:32]=[C:33]4[C:28]([CH:27]=[N:26][NH:25]4)=[CH:29][CH:30]=3)[C:6]3=[N:13][NH:14][CH:15]=[C:5]3[C:4]=2[CH:3]=1. (2) Given the reactants [CH2:1]([O:3][C:4](=[O:13])[CH:5](I)[O:6][C:7]([S:9][CH2:10][CH3:11])=[O:8])[CH3:2].[CH3:14][CH:15]([CH3:19])[C:16]([OH:18])=[O:17].C(N(C(C)C)CC)(C)C, predict the reaction product. The product is: [CH2:1]([O:3][C:4]([CH:5]([O:18][C:16](=[O:17])[CH:15]([CH3:19])[CH3:14])[O:6][C:7]([S:9][CH2:10][CH3:11])=[O:8])=[O:13])[CH3:2]. (3) Given the reactants [CH3:1][O:2][C:3]1[CH:4]=[C:5]2[O:9][C:8]([C:10]3[N:11]=[C:12]4[N:16]([CH:17]=3)[N:15]=[C:14]([O:18][CH3:19])[S:13]4)=[CH:7][C:6]2=[C:20]([OH:22])[CH:21]=1.[O:23]1[CH2:28][CH2:27][CH2:26][CH2:25][CH:24]1[O:29][CH:30]([C:32]1[CH:33]=[CH:34][C:35]([C:38]2[CH:39]=[C:40]([CH2:44]O)[CH:41]=[CH:42][CH:43]=2)=[N:36][CH:37]=1)[CH3:31].C(P(CCCC)CCCC)CCC.N(C(N1CCCCC1)=O)=NC(N1CCCCC1)=O, predict the reaction product. The product is: [CH3:19][O:18][C:14]1[S:13][C:12]2=[N:11][C:10]([C:8]3[O:9][C:5]4[CH:4]=[C:3]([O:2][CH3:1])[CH:21]=[C:20]([O:22][CH2:44][C:40]5[CH:41]=[CH:42][CH:43]=[C:38]([C:35]6[CH:34]=[CH:33][C:32]([CH:30]([O:29][CH:24]7[CH2:25][CH2:26][CH2:27][CH2:28][O:23]7)[CH3:31])=[CH:37][N:36]=6)[CH:39]=5)[C:6]=4[CH:7]=3)=[CH:17][N:16]2[N:15]=1. (4) Given the reactants [NH2:1][C:2]1[N:7]=[C:6]([C:8]2[O:9][CH:10]=[CH:11][CH:12]=2)[C:5]([C:13]#[N:14])=[C:4](S(C)=O)[N:3]=1.[CH3:18][C:19]1[C:20]([CH2:25][OH:26])=[N:21][CH:22]=[CH:23][CH:24]=1.C1CCN2C(=NCCC2)CC1, predict the reaction product. The product is: [NH2:1][C:2]1[N:7]=[C:6]([C:8]2[O:9][CH:10]=[CH:11][CH:12]=2)[C:5]([C:13]#[N:14])=[C:4]([O:26][CH2:25][C:20]2[C:19]([CH3:18])=[CH:24][CH:23]=[CH:22][N:21]=2)[N:3]=1. (5) Given the reactants [CH3:1][C:2]1[CH:8]=[C:7]([CH3:9])[CH:6]=[C:5]([CH3:10])[C:3]=1[NH2:4].[O:11]1CCOCC1, predict the reaction product. The product is: [NH2:4][C:3]1[C:5]([CH3:10])=[CH:6][C:7]([CH:9]=[O:11])=[CH:8][C:2]=1[CH3:1]. (6) The product is: [Cl:11][C:5]1[CH:6]=[C:7]([N+:8]([O-:10])=[O:9])[C:2]([NH:12][CH2:13][C@@H:14]2[CH2:18][CH2:17][N:16]([C:19]([O:21][C:22]([CH3:25])([CH3:24])[CH3:23])=[O:20])[CH2:15]2)=[N:3][CH:4]=1. Given the reactants Cl[C:2]1[C:7]([N+:8]([O-:10])=[O:9])=[CH:6][C:5]([Cl:11])=[CH:4][N:3]=1.[NH2:12][CH2:13][C@@H:14]1[CH2:18][CH2:17][N:16]([C:19]([O:21][C:22]([CH3:25])([CH3:24])[CH3:23])=[O:20])[CH2:15]1.C(N(CC)CC)C, predict the reaction product. (7) Given the reactants F[C:2]1[CH:9]=[CH:8][C:5]([C:6]#[N:7])=[CH:4][C:3]=1[N+:10]([O-:12])=[O:11].CN(C=O)C.[CH2:18]([NH2:23])[CH2:19][CH:20]([CH3:22])[CH3:21], predict the reaction product. The product is: [CH2:18]([NH:23][C:2]1[CH:9]=[CH:8][C:5]([C:6]#[N:7])=[CH:4][C:3]=1[N+:10]([O-:12])=[O:11])[CH2:19][CH:20]([CH3:22])[CH3:21]. (8) Given the reactants [H-].[Na+].[CH2:3]([OH:10])[C:4]1[CH:9]=[CH:8][CH:7]=[CH:6][CH:5]=1.[Br:11][C:12]1[C:13](F)=[C:14]([CH:17]=[CH:18][CH:19]=1)[C:15]#[N:16], predict the reaction product. The product is: [CH2:3]([O:10][C:13]1[C:12]([Br:11])=[CH:19][CH:18]=[CH:17][C:14]=1[C:15]#[N:16])[C:4]1[CH:9]=[CH:8][CH:7]=[CH:6][CH:5]=1. (9) Given the reactants O[CH:2]([CH2:16][O:17][N:18]1[C:26](=[O:27])[C:25]2[C:20](=[CH:21][CH:22]=[CH:23][CH:24]=2)[C:19]1=[O:28])[CH2:3][O:4][N:5]1[C:13](=[O:14])[C:12]2[C:7](=[CH:8][CH:9]=[CH:10][CH:11]=2)[C:6]1=[O:15].C(N(S(F)(F)[F:35])CC)C, predict the reaction product. The product is: [F:35][CH:2]([CH2:16][O:17][N:18]1[C:26](=[O:27])[C:25]2[C:20](=[CH:21][CH:22]=[CH:23][CH:24]=2)[C:19]1=[O:28])[CH2:3][O:4][N:5]1[C:13](=[O:14])[C:12]2[C:7](=[CH:8][CH:9]=[CH:10][CH:11]=2)[C:6]1=[O:15].